Dataset: Catalyst prediction with 721,799 reactions and 888 catalyst types from USPTO. Task: Predict which catalyst facilitates the given reaction. Reactant: [CH3:1][Mg]Cl.CON(C)[C:7]([CH:9]1[CH2:14][CH2:13][N:12]([C:15]([O:17][C:18]([CH3:21])([CH3:20])[CH3:19])=[O:16])[CH2:11][CH:10]1[CH3:22])=[O:8]. Product: [C:7]([CH:9]1[CH2:14][CH2:13][N:12]([C:15]([O:17][C:18]([CH3:19])([CH3:20])[CH3:21])=[O:16])[CH2:11][CH:10]1[CH3:22])(=[O:8])[CH3:1]. The catalyst class is: 1.